This data is from Full USPTO retrosynthesis dataset with 1.9M reactions from patents (1976-2016). The task is: Predict the reactants needed to synthesize the given product. (1) Given the product [CH3:32][O:33][C:23]([C:18]1[C:17]2[CH:16]=[C:15]([CH3:27])[NH:14][C:22]=2[CH:21]=[CH:20][CH:19]=1)=[O:43], predict the reactants needed to synthesize it. The reactants are: C(OCCOC1C=CC(C([N:14]2[C:22]3[CH:21]=[CH:20][CH:19]=[C:18]([CH2:23]C(O)=O)[C:17]=3[CH:16]=[C:15]2[CH3:27])=O)=CC=1)CC.CN(C)[CH:32]=[O:33].C(N(CC)CC)C.[C]=[O:43]. (2) Given the product [CH3:1][C:2]1[C:7]([O:8][C:9]2[C:10]3[CH:18]=[CH:17][C:16](=[O:19])[N:15]([CH:20]4[CH2:21][CH2:22][N:23]([C:26]([O:28][CH:29]([CH3:31])[CH3:30])=[O:27])[CH2:24][CH2:25]4)[C:11]=3[N:12]=[CH:13][N:14]=2)=[CH:6][CH:5]=[CH:4][N:3]=1, predict the reactants needed to synthesize it. The reactants are: [CH3:1][C:2]1[C:7]([O:8][C:9]2[C:10]3[CH:18]=[CH:17][C:16](=[O:19])[N:15]([CH:20]4[CH2:25][CH2:24][N:23]([C:26]([O:28][C:29](C)([CH3:31])[CH3:30])=[O:27])[CH2:22][CH2:21]4)[C:11]=3[N:12]=[CH:13][N:14]=2)=[CH:6][CH:5]=[CH:4][N:3]=1.FC(F)(F)C(O)=O.C(N(CC)CC)C.C(OC(Cl)=O)(C)C. (3) Given the product [CH2:27]([O:30][C:31]1[C:36]([C:37]([CH3:38])([CH3:39])[CH3:40])=[CH:35][C:34]([CH3:41])=[CH:33][C:32]=1[Si:42]([CH:8]1[C:7]2[CH:6]=[C:5]([C:1]([CH3:4])([CH3:3])[CH3:2])[CH:17]=[CH:16][C:15]=2[C:14]2[C:9]1=[CH:10][C:11]([C:18]([CH3:21])([CH3:20])[CH3:19])=[CH:12][CH:13]=2)([CH2:43][CH2:44][CH3:45])[CH2:46][CH2:47][CH3:48])[CH:28]=[CH2:29], predict the reactants needed to synthesize it. The reactants are: [C:1]([C:5]1[CH:17]=[CH:16][C:15]2[C:14]3[C:9](=[CH:10][C:11]([C:18]([CH3:21])([CH3:20])[CH3:19])=[CH:12][CH:13]=3)[CH2:8][C:7]=2[CH:6]=1)([CH3:4])([CH3:3])[CH3:2].C([Li])CCC.[CH2:27]([O:30][C:31]1[C:36]([C:37]([CH3:40])([CH3:39])[CH3:38])=[CH:35][C:34]([CH3:41])=[CH:33][C:32]=1[Si:42](Cl)([CH2:46][CH2:47][CH3:48])[CH2:43][CH2:44][CH3:45])[CH:28]=[CH2:29].C(=O)([O-])O.[Na+].C(=O)([O-])[O-].[Na+].[Na+].